This data is from Peptide-MHC class I binding affinity with 185,985 pairs from IEDB/IMGT. The task is: Regression. Given a peptide amino acid sequence and an MHC pseudo amino acid sequence, predict their binding affinity value. This is MHC class I binding data. (1) The MHC is HLA-A02:01 with pseudo-sequence HLA-A02:01. The binding affinity (normalized) is 0.804. The peptide sequence is FLAFLLFLV. (2) The peptide sequence is GSATLCSAL. The MHC is Patr-B0101 with pseudo-sequence Patr-B0101. The binding affinity (normalized) is 0.337. (3) The peptide sequence is YWDQVTFFY. The MHC is HLA-A80:01 with pseudo-sequence HLA-A80:01. The binding affinity (normalized) is 0.628. (4) The peptide sequence is SNYHYSPI. The MHC is H-2-Db with pseudo-sequence H-2-Db. The binding affinity (normalized) is 0.0945. (5) The peptide sequence is QGWKGSPAI. The MHC is HLA-A23:01 with pseudo-sequence HLA-A23:01. The binding affinity (normalized) is 0. (6) The MHC is H-2-Db with pseudo-sequence H-2-Db. The peptide sequence is SSLENFRAYV. The binding affinity (normalized) is 1.00.